From a dataset of Full USPTO retrosynthesis dataset with 1.9M reactions from patents (1976-2016). Predict the reactants needed to synthesize the given product. (1) Given the product [CH3:32][O:31][C:29]1[CH:28]=[C:27]([CH2:33][C:34]#[CH:35])[CH:26]=[C:25]([O:24][CH3:23])[CH:30]=1, predict the reactants needed to synthesize it. The reactants are: C([Si](C)(C)C)#C.C([Mg]Br)C.COC1C=C(C=C(OC)C=1)CBr.[CH3:23][O:24][C:25]1[CH:26]=[C:27]([CH2:33][C:34]#[C:35][Si](C)(C)C)[CH:28]=[C:29]([O:31][CH3:32])[CH:30]=1. (2) The reactants are: [I-:1].[CH2:2]([N:4]1[CH:8]=[CH:7][CH:6]=[C:5]1[CH2:9][N+](C)(C)C)[CH3:3].[C:14]1([P:20]([C:27]2[CH:32]=[CH:31][CH:30]=[CH:29][CH:28]=2)[C:21]2[CH:26]=[CH:25][CH:24]=[CH:23][CH:22]=2)[CH:19]=[CH:18][CH:17]=[CH:16][CH:15]=1. Given the product [I-:1].[CH2:2]([N:4]1[CH:8]=[CH:7][CH:6]=[C:5]1[CH2:9][P+:20]([C:21]1[CH:22]=[CH:23][CH:24]=[CH:25][CH:26]=1)([C:27]1[CH:32]=[CH:31][CH:30]=[CH:29][CH:28]=1)[C:14]1[CH:15]=[CH:16][CH:17]=[CH:18][CH:19]=1)[CH3:3], predict the reactants needed to synthesize it.